This data is from Full USPTO retrosynthesis dataset with 1.9M reactions from patents (1976-2016). The task is: Predict the reactants needed to synthesize the given product. (1) Given the product [OH:1][C:2]1([C:15]2[CH:16]=[CH:17][C:18]([OH:21])=[CH:19][CH:20]=2)[CH2:7][CH2:6][CH2:5][CH2:4][CH:3]1[NH:8][S:9]([CH:12]([CH3:14])[CH3:13])(=[O:11])=[O:10], predict the reactants needed to synthesize it. The reactants are: [OH:1][C:2]1([C:15]2[CH:20]=[CH:19][C:18]([O:21]CC3C=CC=CC=3)=[CH:17][CH:16]=2)[CH2:7][CH2:6][CH2:5][CH2:4][CH:3]1[NH:8][S:9]([CH:12]([CH3:14])[CH3:13])(=[O:11])=[O:10]. (2) Given the product [CH3:17][C:18]1[N:22]([C:2]2[N:7]=[C:6]([NH:8][C@H:9]([C:11]3[CH:16]=[CH:15][CH:14]=[CH:13][CH:12]=3)[CH3:10])[CH:5]=[N:4][CH:3]=2)[C:21]2[CH:23]=[CH:24][CH:25]=[CH:26][C:20]=2[N:19]=1, predict the reactants needed to synthesize it. The reactants are: Cl[C:2]1[N:7]=[C:6]([NH:8][C@H:9]([C:11]2[CH:16]=[CH:15][CH:14]=[CH:13][CH:12]=2)[CH3:10])[CH:5]=[N:4][CH:3]=1.[CH3:17][C:18]1[NH:19][C:20]2[CH:26]=[CH:25][CH:24]=[CH:23][C:21]=2[N:22]=1. (3) Given the product [Br:13][C:14]1[CH:22]=[C:21]([CH:20]=[C:16]([C:17]([N:30]([CH2:31][CH2:32][CH3:33])[CH2:27][CH2:28][CH3:29])=[O:19])[CH:15]=1)[C:23]([O:25][CH3:26])=[O:24], predict the reactants needed to synthesize it. The reactants are: C(C1NC=CN=1)(C1NC=CN=1)=O.[Br:13][C:14]1[CH:15]=[C:16]([CH:20]=[C:21]([C:23]([O:25][CH3:26])=[O:24])[CH:22]=1)[C:17]([OH:19])=O.[CH2:27]([NH:30][CH2:31][CH2:32][CH3:33])[CH2:28][CH3:29]. (4) Given the product [F:31][C:28]1[CH:29]=[CH:30][C:25]([C:24]2[S:23][C:22]([CH3:32])=[N:21][C:20]=2[C:18]([N:13]2[CH2:14][CH2:15][CH2:16][CH2:17][CH:12]2[CH2:11][C:3]2[O:4][C:5]3[CH:10]=[CH:9][CH:8]=[CH:7][C:6]=3[C:2]=2[C:34]#[N:35])=[O:19])=[CH:26][CH:27]=1, predict the reactants needed to synthesize it. The reactants are: Br[C:2]1[C:6]2[CH:7]=[CH:8][CH:9]=[CH:10][C:5]=2[O:4][C:3]=1[CH2:11][CH:12]1[CH2:17][CH2:16][CH2:15][CH2:14][N:13]1[C:18]([C:20]1[N:21]=[C:22]([CH3:32])[S:23][C:24]=1[C:25]1[CH:30]=[CH:29][C:28]([F:31])=[CH:27][CH:26]=1)=[O:19].[Cu][C:34]#[N:35].O.C(OCC)(=O)C.